From a dataset of Catalyst prediction with 721,799 reactions and 888 catalyst types from USPTO. Predict which catalyst facilitates the given reaction. (1) Reactant: [NH2:1][C:2]1[C:3]([CH3:35])=[C:4]([C:8]2[CH:20]=[CH:19][C:18]([C:21](=[O:23])[NH2:22])=[C:17]3[C:9]=2[C:10]2[CH2:11][CH2:12][CH:13]([NH:24][C:25](=[O:34])[O:26][CH2:27][C:28]4[CH:33]=[CH:32][CH:31]=[CH:30][CH:29]=4)[CH2:14][C:15]=2[NH:16]3)[CH:5]=[CH:6][CH:7]=1.Cl.[N:37]1[CH:42]=[CH:41][CH:40]=[CH:39][C:38]=1[C:43](Cl)=[O:44]. Product: [C:21]([C:18]1[CH:19]=[CH:20][C:8]([C:4]2[CH:5]=[CH:6][CH:7]=[C:2]([NH:1][C:43](=[O:44])[C:38]3[CH:39]=[CH:40][CH:41]=[CH:42][N:37]=3)[C:3]=2[CH3:35])=[C:9]2[C:17]=1[NH:16][C:15]1[CH2:14][CH:13]([NH:24][C:25](=[O:34])[O:26][CH2:27][C:28]3[CH:29]=[CH:30][CH:31]=[CH:32][CH:33]=3)[CH2:12][CH2:11][C:10]2=1)(=[O:23])[NH2:22]. The catalyst class is: 2. (2) Reactant: [Br:1][C:2]1[CH:7]=[CH:6][C:5]([C:8]2[C:16]3[C:15]([Cl:17])=[N:14][CH:13]=[N:12][C:11]=3[S:10][CH:9]=2)=[C:4]([CH3:18])[C:3]=1[Cl:19].C(=O)=O.CC(C)=O.[Li+].CC([N-]C(C)C)C.[I:35]I. Product: [Br:1][C:2]1[CH:7]=[CH:6][C:5]([C:8]2[C:16]3[C:15]([Cl:17])=[N:14][CH:13]=[N:12][C:11]=3[S:10][C:9]=2[I:35])=[C:4]([CH3:18])[C:3]=1[Cl:19]. The catalyst class is: 116. (3) Reactant: [OH:1][C@@H:2]1[C@H:6]([OH:7])[O:5][C@H:4]([CH2:8][CH2:9][C:10]2[CH:15]=[CH:14][CH:13]=[CH:12][CH:11]=2)[C@@H:3]1[CH2:16][CH2:17][N:18]1[C:23](=[O:24])[C:22]2[CH:25]=[CH:26][CH:27]=[CH:28][C:21]=2[N:20]=[N:19]1.[O:29]1CCCC1.I([O-])(=O)(=O)=O.[Na+].[Mn]([O-])(=O)(=O)=O.[K+]. Product: [CH:6]([O:5][C@H:4]([CH2:8][CH2:9][C:10]1[CH:15]=[CH:14][CH:13]=[CH:12][CH:11]=1)[C@H:3]([CH2:16][CH2:17][N:18]1[C:23](=[O:24])[C:22]2[CH:25]=[CH:26][CH:27]=[CH:28][C:21]=2[N:20]=[N:19]1)[C:2]([OH:1])=[O:29])=[O:7]. The catalyst class is: 107. (4) Reactant: [CH3:1][C:2]1[CH:16]=[CH:15][C:5]([C:6]([N:8]2[CH2:13][CH2:12][CH2:11][C@@H:10]([NH2:14])[CH2:9]2)=[O:7])=[CH:4][CH:3]=1.[Cl:17][C:18]1[CH:26]=[CH:25][C:21]([C:22](Cl)=[O:23])=[CH:20][CH:19]=1.[OH-].[Na+].[Cl-].[Na+]. Product: [CH3:1][C:2]1[CH:3]=[CH:4][C:5]([C:6]([N:8]2[CH2:13][CH2:12][CH2:11][C@@H:10]([NH:14][C:22](=[O:23])[C:21]3[CH:25]=[CH:26][C:18]([Cl:17])=[CH:19][CH:20]=3)[CH2:9]2)=[O:7])=[CH:15][CH:16]=1. The catalyst class is: 159. (5) The catalyst class is: 183. Reactant: [N+:1]([C:4]1[CH:9]=[CH:8][C:7]([N:10]2[CH2:15][CH2:14][CH2:13][CH2:12][CH2:11]2)=[CH:6][C:5]=1[C:16]1[N:21]=[CH:20][N:19]=[C:18]([NH:22][CH:23]([C:25]2[CH:30]=[CH:29][CH:28]=[C:27]([C:31]([F:34])([F:33])[F:32])[CH:26]=2)[CH3:24])[CH:17]=1)([O-])=O. Product: [NH2:1][C:4]1[CH:9]=[CH:8][C:7]([N:10]2[CH2:11][CH2:12][CH2:13][CH2:14][CH2:15]2)=[CH:6][C:5]=1[C:16]1[N:21]=[CH:20][N:19]=[C:18]([NH:22][CH:23]([C:25]2[CH:30]=[CH:29][CH:28]=[C:27]([C:31]([F:32])([F:34])[F:33])[CH:26]=2)[CH3:24])[CH:17]=1. (6) Reactant: I[C:2]1[CH:7]=[CH:6][N:5]=[CH:4][C:3]=1[N:8]([CH3:25])[C:9](=[O:24])[C:10]1[CH:15]=[C:14]([C:16]([F:19])([F:18])[F:17])[CH:13]=[C:12]([C:20]([F:23])([F:22])[F:21])[CH:11]=1.[CH3:26][C:27]1[C:32]([CH3:33])=[CH:31][CH:30]=[CH:29][C:28]=1B(O)O. Product: [CH3:26][C:27]1[C:32]([CH3:33])=[CH:31][CH:30]=[CH:29][C:28]=1[C:2]1[CH:7]=[CH:6][N:5]=[CH:4][C:3]=1[N:8]([CH3:25])[C:9](=[O:24])[C:10]1[CH:15]=[C:14]([C:16]([F:19])([F:18])[F:17])[CH:13]=[C:12]([C:20]([F:23])([F:22])[F:21])[CH:11]=1. The catalyst class is: 243. (7) Reactant: [N+:1]([C:4]1[CH:39]=[CH:38][CH:37]=[CH:36][C:5]=1[C:6]([NH:8][C:9]1[CH:35]=[CH:34][CH:33]=[CH:32][C:10]=1[C:11]([NH:13][C:14]1[CH:31]=[CH:30][CH:29]=[CH:28][C:15]=1[C:16]([NH:18][C:19]1[CH:27]=[CH:26][CH:25]=[CH:24][C:20]=1[C:21]([OH:23])=[O:22])=[O:17])=[O:12])=[O:7])([O-])=O. Product: [NH2:1][C:4]1[CH:39]=[CH:38][CH:37]=[CH:36][C:5]=1[C:6]([NH:8][C:9]1[CH:35]=[CH:34][CH:33]=[CH:32][C:10]=1[C:11]([NH:13][C:14]1[CH:31]=[CH:30][CH:29]=[CH:28][C:15]=1[C:16]([NH:18][C:19]1[CH:27]=[CH:26][CH:25]=[CH:24][C:20]=1[C:21]([OH:23])=[O:22])=[O:17])=[O:12])=[O:7].[NH2:18][C:19]1[CH:27]=[CH:26][CH:25]=[CH:24][C:20]=1[C:21]([OH:23])=[O:22]. The catalyst class is: 394. (8) Reactant: [CH3:1][O:2][C:3]1[N:8]=[CH:7][C:6]([NH2:9])=[CH:5][CH:4]=1.Cl[C:11]1[C:20]2[C:15](=[CH:16][CH:17]=[CH:18][CH:19]=2)[C:14]([C:21]2[CH:26]=[CH:25][CH:24]=[CH:23][CH:22]=2)=[N:13][N:12]=1. Product: [CH3:1][O:2][C:3]1[N:8]=[CH:7][C:6]([NH:9][C:11]2[C:20]3[C:15](=[CH:16][CH:17]=[CH:18][CH:19]=3)[C:14]([C:21]3[CH:26]=[CH:25][CH:24]=[CH:23][CH:22]=3)=[N:13][N:12]=2)=[CH:5][CH:4]=1. The catalyst class is: 868.